Dataset: Forward reaction prediction with 1.9M reactions from USPTO patents (1976-2016). Task: Predict the product of the given reaction. (1) Given the reactants [OH-].[NH4+].C(=O)(OCC)[O:4][C:5]1[CH:10]=[C:9]([N+:11]([O-:13])=[O:12])[CH:8]=[C:7]([F:14])[C:6]=1[F:15], predict the reaction product. The product is: [F:15][C:6]1[C:7]([F:14])=[CH:8][C:9]([N+:11]([O-:13])=[O:12])=[CH:10][C:5]=1[OH:4]. (2) Given the reactants Cl[C:2]1[CH:7]=[CH:6][C:5]([NH:8][C:9]([NH:11][C:12]2[CH:17]=[CH:16][CH:15]=[C:14]([C:18]3[CH:23]=[CH:22][CH:21]=[C:20]([N:24]4[CH2:28][CH2:27][CH2:26][CH2:25]4)[N:19]=3)[CH:13]=2)=[O:10])=[CH:4][CH:3]=1.[F:29][C:30]([F:39])([F:38])C1C=C(C=CC=1)N.CCN(C(C)C)C(C)C, predict the reaction product. The product is: [N:24]1([C:20]2[N:19]=[C:18]([C:14]3[CH:13]=[C:12]([NH:11][C:9]([NH:8][C:5]4[CH:6]=[CH:7][CH:2]=[CH:3][C:4]=4[C:30]([F:39])([F:38])[F:29])=[O:10])[CH:17]=[CH:16][CH:15]=3)[CH:23]=[CH:22][CH:21]=2)[CH2:28][CH2:27][CH2:26][CH2:25]1. (3) Given the reactants [C:1](Cl)(Cl)=[S:2].C(=O)([O-])[O-].[Ca+2].[NH2:10][C:11]1[S:12][C:13]([CH3:22])=[C:14]([CH3:21])[C:15]=1[C:16]([O:18][CH2:19][CH3:20])=[O:17], predict the reaction product. The product is: [N:10]([C:11]1[S:12][C:13]([CH3:22])=[C:14]([CH3:21])[C:15]=1[C:16]([O:18][CH2:19][CH3:20])=[O:17])=[C:1]=[S:2]. (4) Given the reactants [C:1]([C:18]1[CH:23]=[CH:22][CH:21]=[CH:20][C:19]=1[C:24]1[C:25]([C:30]([O:32]C)=O)=[CH:26][CH:27]=[CH:28][CH:29]=1)(=[O:17])[CH2:2][CH2:3][CH2:4][CH2:5][CH2:6][CH2:7][CH2:8][CH2:9][CH2:10][CH2:11][CH2:12][CH2:13][CH2:14][CH2:15][CH3:16].[H-].[Na+], predict the reaction product. The product is: [CH2:3]([CH:2]1[C:1](=[O:17])[C:18]2[CH:23]=[CH:22][CH:21]=[CH:20][C:19]=2[C:24]2[CH:29]=[CH:28][CH:27]=[CH:26][C:25]=2[C:30]1=[O:32])[CH2:4][CH2:5][CH2:6][CH2:7][CH2:8][CH2:9][CH2:10][CH2:11][CH2:12][CH2:13][CH2:14][CH2:15][CH3:16].